Dataset: Cav3 T-type calcium channel HTS with 100,875 compounds. Task: Binary Classification. Given a drug SMILES string, predict its activity (active/inactive) in a high-throughput screening assay against a specified biological target. (1) The molecule is O1C(C(O)(N(CCc2ccccc2)C1=O)C)(C)C. The result is 0 (inactive). (2) The compound is s1c2N(CN(Cc2c(c1C)C)Cc1ccncc1)C(=O)c1occc1. The result is 0 (inactive). (3) The molecule is o1nc(cc1c1cc(OC)c(OC)cc1)C(=O)NCc1cccnc1. The result is 0 (inactive).